Dataset: Forward reaction prediction with 1.9M reactions from USPTO patents (1976-2016). Task: Predict the product of the given reaction. (1) Given the reactants [Cl:1][C:2]1[CH:7]=[CH:6][C:5]([O:8][CH2:9][CH:10]=[CH:11][CH3:12])=[C:4](I)[CH:3]=1.C(=O)([O-])[O-].[Na+].[Na+].C([O-])=O.[Na+].[Cl-].C([NH3+])CCC, predict the reaction product. The product is: [Cl:1][C:2]1[CH:7]=[CH:6][C:5]2[O:8][CH:9]=[C:10]([CH2:11][CH3:12])[C:4]=2[CH:3]=1. (2) The product is: [CH3:20][N:21]([CH3:46])[S:22]([N:25]1[C:10]2=[C:9]3[C:4](=[CH:3][CH:2]=[C:11]2[CH:27]=[N:26]1)[C:5](=[O:19])[C:6]([I:18])=[C:7]([C:12]1[CH:17]=[CH:16][CH:15]=[CH:14][CH:13]=1)[O:8]3)(=[O:24])=[O:23]. Given the reactants F[C:2]1[CH:3]=[C:4]2[C:9](=[CH:10][CH:11]=1)[O:8][C:7]([C:12]1[CH:17]=[CH:16][CH:15]=[CH:14][CH:13]=1)=[C:6]([I:18])[C:5]2=[O:19].[CH3:20][N:21]([CH3:46])[S:22]([N:25]1C2C(=CC=C(C(=O)C#CC3C=CC=CC=3)C=2OC)[CH:27]=[N:26]1)(=[O:24])=[O:23], predict the reaction product. (3) Given the reactants N1[CH:5]=[CH:4][N:3]=C1.[Si](Cl)([C:9]([CH3:12])([CH3:11])[CH3:10])(C)C.[OH2:14].C[N:16]([CH:18]=[O:19])[CH3:17], predict the reaction product. The product is: [C:9]([O:14][C:18]([NH:16][C@@H:17]([CH2:10][CH:9]([CH3:12])[CH3:11])[CH2:5][C:4]#[N:3])=[O:19])([CH3:12])([CH3:11])[CH3:10]. (4) Given the reactants C1(OC)C=CC=CC=1.[F:9][C:10]1[CH:18]=[CH:17][C:16]2[N:15](CC3C=CC(OC)=CC=3)[C:14]3[CH:28]=[CH:29][N:30]([C:33]4[CH:34]=[N:35][CH:36]=[CH:37][C:38]=4[C:39]([F:42])([F:41])[F:40])[C:31](=[O:32])[C:13]=3[C:12]=2[CH:11]=1.C(OCC)(=O)C, predict the reaction product. The product is: [F:9][C:10]1[CH:18]=[CH:17][C:16]2[NH:15][C:14]3[CH:28]=[CH:29][N:30]([C:33]4[CH:34]=[N:35][CH:36]=[CH:37][C:38]=4[C:39]([F:41])([F:40])[F:42])[C:31](=[O:32])[C:13]=3[C:12]=2[CH:11]=1.